From a dataset of Forward reaction prediction with 1.9M reactions from USPTO patents (1976-2016). Predict the product of the given reaction. (1) Given the reactants [Br:1][C:2]1[C:3]([C:9]#[N:10])=[N:4][CH:5]=[C:6](F)[CH:7]=1.[NH2:11][C@H:12]([CH2:16][CH:17]1[CH2:22][CH2:21][CH2:20][CH2:19][CH2:18]1)[C:13]([NH2:15])=[O:14].CCN(C(C)C)C(C)C.O, predict the reaction product. The product is: [Br:1][C:2]1[CH:7]=[C:6]([NH:11][C@H:12]([CH2:16][CH:17]2[CH2:22][CH2:21][CH2:20][CH2:19][CH2:18]2)[C:13]([NH2:15])=[O:14])[CH:5]=[N:4][C:3]=1[C:9]#[N:10]. (2) Given the reactants OCCCN1C=C(C2C=CC(N[C:22]3[C:27]([C:28]([F:31])([F:30])[F:29])=[CH:26][N:25]=[C:24]([NH:32][C:33]4[CH:47]=[CH:46][C:36]([CH2:37][P:38](=[O:45])([O:42][CH2:43][CH3:44])[O:39][CH2:40][CH3:41])=[CH:35][C:34]=4[O:48][CH3:49])[N:23]=3)=C3C=2CN(C)C3=O)C=N1.[NH2:50][C:51]1[C:52]([C:58]([NH:60][O:61][CH3:62])=[O:59])=[N:53][C:54]([Br:57])=[CH:55][CH:56]=1.C(OP1(=O)CC2C=CC(=CC=2)NC2=NC(=C(C(F)(F)F)C=N2)NC2C=CC(=NC=2C(NC)=O)C2=CN(N=C2)CCCCO1)C, predict the reaction product. The product is: [Br:57][C:54]1[N:53]=[C:52]([C:58](=[O:59])[NH:60][O:61][CH3:62])[C:51]([NH:50][C:26]2[C:27]([C:28]([F:29])([F:30])[F:31])=[CH:22][N:23]=[C:24]([NH:32][C:33]3[CH:47]=[CH:46][C:36]([CH2:37][P:38](=[O:45])([O:42][CH2:43][CH3:44])[O:39][CH2:40][CH3:41])=[CH:35][C:34]=3[O:48][CH3:49])[N:25]=2)=[CH:56][CH:55]=1. (3) Given the reactants C(OC(=O)[NH:7][CH2:8][C:9]1[CH:14]=[C:13]([C:15]2[N:16]=[N:17][NH:18][N:19]=2)[CH:12]=[C:11]([Cl:20])[C:10]=1[F:21])(C)(C)C.Cl, predict the reaction product. The product is: [ClH:20].[Cl:20][C:11]1[C:10]([F:21])=[C:9]([CH:14]=[C:13]([C:15]2[N:16]=[N:17][NH:18][N:19]=2)[CH:12]=1)[CH2:8][NH2:7]. (4) Given the reactants Cl[C:2]1[CH:3]=[CH:4][C:5]2[CH2:6][N:7]([CH3:18])[CH2:8][CH:9]([CH2:13][C:14]([F:17])([F:16])[F:15])[O:10][C:11]=2[N:12]=1.[CH3:19][O:20][C:21]1[N:26]=[C:25]([NH2:27])[CH:24]=[CH:23][C:22]=1[C:28]1[CH:29]=[N:30][N:31]([CH3:33])[CH:32]=1.C1(P(C2CCCCC2)C2C=CC=CC=2C2C=CC=CC=2)CCCCC1.C(=O)([O-])[O-].[Cs+].[Cs+], predict the reaction product. The product is: [CH3:19][O:20][C:21]1[N:26]=[C:25]([NH:27][C:2]2[CH:3]=[CH:4][C:5]3[CH2:6][N:7]([CH3:18])[CH2:8][CH:9]([CH2:13][C:14]([F:17])([F:16])[F:15])[O:10][C:11]=3[N:12]=2)[CH:24]=[CH:23][C:22]=1[C:28]1[CH:29]=[N:30][N:31]([CH3:33])[CH:32]=1. (5) Given the reactants [CH3:1][N:2]1[C:7]2=[CH:8][S:9][C:10](C)=[C:6]2[C:5](=[O:12])[N:4]([CH3:13])[C:3]1=[O:14].[Cl:15][C:16]1[CH:17]=[C:18]([C:23]2[N:24]=[C:25]([NH2:28])[S:26][CH:27]=2)[CH:19]=[CH:20][C:21]=1[Cl:22].CCN=C=NC[CH2:35][CH2:36]N(C)C.Cl.C1C=CC2N([OH:50])N=NC=2C=1, predict the reaction product. The product is: [Cl:15][C:16]1[CH:17]=[C:18]([C:23]2[N:24]=[C:25]([NH:28][C:35](=[O:50])[CH2:36][C:7]3[C:6]4[C:5](=[O:12])[N:4]([CH3:13])[C:3](=[O:14])[N:2]([CH3:1])[C:10]=4[S:9][CH:8]=3)[S:26][CH:27]=2)[CH:19]=[CH:20][C:21]=1[Cl:22]. (6) Given the reactants Cl.CC(OC([NH:9][C@H:10]([C:15]([N:17]1[CH2:22][CH2:21][N:20]([C:23]([O:25][CH2:26][C:27]2[CH:32]=[CH:31][CH:30]=[CH:29][CH:28]=2)=[O:24])[CH2:19][CH2:18]1)=[O:16])[CH2:11][CH:12]([CH3:14])[CH3:13])=O)(C)C, predict the reaction product. The product is: [NH2:9][C@H:10]([C:15]([N:17]1[CH2:18][CH2:19][N:20]([C:23]([O:25][CH2:26][C:27]2[CH:32]=[CH:31][CH:30]=[CH:29][CH:28]=2)=[O:24])[CH2:21][CH2:22]1)=[O:16])[CH2:11][CH:12]([CH3:14])[CH3:13].